This data is from Catalyst prediction with 721,799 reactions and 888 catalyst types from USPTO. The task is: Predict which catalyst facilitates the given reaction. Reactant: [NH2:1][C:2]1[CH:7]=[C:6]([C:8]([NH:10][CH:11]([CH3:13])[CH3:12])=[O:9])[C:5]([NH:14][C:15]([C:17]2[N:21]([C:22]3[C:27]([Cl:28])=[CH:26][CH:25]=[CH:24][N:23]=3)[N:20]=[C:19]([C:29]([F:32])([F:31])[F:30])[CH:18]=2)=[O:16])=[C:4]([CH3:33])[CH:3]=1.[C:34](O[C:34](=[O:41])[C:35]1[CH:40]=[CH:39][CH:38]=[CH:37][CH:36]=1)(=[O:41])[C:35]1[CH:40]=[CH:39][CH:38]=[CH:37][CH:36]=1. Product: [C:34]([NH:1][C:2]1[CH:7]=[C:6]([C:8]([NH:10][CH:11]([CH3:13])[CH3:12])=[O:9])[C:5]([NH:14][C:15]([C:17]2[N:21]([C:22]3[C:27]([Cl:28])=[CH:26][CH:25]=[CH:24][N:23]=3)[N:20]=[C:19]([C:29]([F:32])([F:31])[F:30])[CH:18]=2)=[O:16])=[C:4]([CH3:33])[CH:3]=1)(=[O:41])[C:35]1[CH:40]=[CH:39][CH:38]=[CH:37][CH:36]=1. The catalyst class is: 3.